Task: Predict the reactants needed to synthesize the given product.. Dataset: Full USPTO retrosynthesis dataset with 1.9M reactions from patents (1976-2016) (1) Given the product [CH3:9][O:8][CH:1]1[CH2:7][CH2:6][CH2:5][CH2:4][CH:2]1[OH:3], predict the reactants needed to synthesize it. The reactants are: [C:1]1([O:8][CH3:9])[C:2](=[CH:4][CH:5]=[CH:6][CH:7]=1)[OH:3]. (2) The reactants are: [CH:1]1[C:10]2[C:5](=[CH:6][CH:7]=[CH:8][CH:9]=2)[CH:4]=[CH:3][C:2]=1[O:11][CH2:12][CH:13]1[CH2:15][O:14]1.[CH3:16][O:17][C:18]1[CH:23]=[CH:22][CH:21]=[CH:20][C:19]=1[N:24]1[CH2:29][CH2:28][NH:27][CH2:26][CH2:25]1. Given the product [CH3:16][O:17][C:18]1[CH:23]=[CH:22][CH:21]=[CH:20][C:19]=1[N:24]1[CH2:29][CH2:28][N:27]([CH2:15][CH:13]([OH:14])[CH2:12][O:11][C:2]2[CH:3]=[CH:4][C:5]3[C:10](=[CH:9][CH:8]=[CH:7][CH:6]=3)[CH:1]=2)[CH2:26][CH2:25]1, predict the reactants needed to synthesize it. (3) Given the product [CH3:41][O:40][N:39]([CH3:38])[C:14]([C:12]1[N:13]=[C:9]([C:4]2[CH:5]=[CH:6][CH:7]=[CH:8][C:3]=2[O:2][CH3:1])[N:10]([C:17]2[CH:22]=[CH:21][C:20]([CH3:23])=[CH:19][CH:18]=2)[CH:11]=1)=[O:16], predict the reactants needed to synthesize it. The reactants are: [CH3:1][O:2][C:3]1[CH:8]=[CH:7][CH:6]=[CH:5][C:4]=1[C:9]1[N:10]([C:17]2[CH:22]=[CH:21][C:20]([CH3:23])=[CH:19][CH:18]=2)[CH:11]=[C:12]([C:14]([OH:16])=O)[N:13]=1.Cl.C(N=C=N)C.C(N(CC)CC)C.Cl.[CH3:38][NH:39][O:40][CH3:41]. (4) Given the product [Cl:1][C:2]1[CH:9]=[CH:8][C:5]([CH:6]2[CH2:10][C:11](=[O:16])[NH:32][C:22]([CH3:24])=[C:21]2[C:20]([O:26][CH3:27])=[O:25])=[CH:4][CH:3]=1, predict the reactants needed to synthesize it. The reactants are: [Cl:1][C:2]1[CH:9]=[CH:8][C:5]([CH:6]=O)=[CH:4][CH:3]=1.[CH3:10][C:11]1(C)[O:16]C(=O)CC(=O)O1.[C:20]([O:26][CH3:27])(=[O:25])[CH2:21][C:22]([CH3:24])=O.C([O-])(=O)C.[NH4+:32].C([O-])([O-])=O.[K+].[K+]. (5) Given the product [Cl:22][C:23]1[CH:28]=[CH:27][CH:26]=[C:25]([Cl:29])[C:24]=1[C:30]1[NH:31][C:32]2[CH:38]=[C:37]([C:39]3[O:40][C:11]([NH:9][C:8]4[C:3]([O:2][CH3:1])=[N:4][CH:5]=[CH:6][CH:7]=4)=[N:42][N:41]=3)[CH:36]=[CH:35][C:33]=2[N:34]=1, predict the reactants needed to synthesize it. The reactants are: [CH3:1][O:2][C:3]1[C:8]([NH2:9])=[CH:7][CH:6]=[CH:5][N:4]=1.N1(C(N2C=CN=C2)=S)C=CN=[CH:11]1.[Cl:22][C:23]1[CH:28]=[CH:27][CH:26]=[C:25]([Cl:29])[C:24]=1[C:30]1[NH:31][C:32]2[CH:38]=[C:37]([C:39]([NH:41][NH2:42])=[O:40])[CH:36]=[CH:35][C:33]=2[N:34]=1.CCN=C=NCCCN(C)C. (6) Given the product [N:1]([C:4]1[C:5]([F:17])=[C:6]([CH:11]2[CH2:15][N:14]([CH2:18][OH:19])[C:13](=[O:16])[CH2:12]2)[CH:7]=[CH:8][C:9]=1[F:10])=[N+:2]=[N-:3], predict the reactants needed to synthesize it. The reactants are: [N:1]([C:4]1[C:5]([F:17])=[C:6]([CH:11]2[CH2:15][NH:14][C:13](=[O:16])[CH2:12]2)[CH:7]=[CH:8][C:9]=1[F:10])=[N+:2]=[N-:3].[CH2:18]=[O:19].[OH-].[Na+]. (7) The reactants are: C(C1C=C(C)C(S([N:14]2[CH2:18][CH2:17][CH:16]([F:19])[CH2:15]2)=O)=C(C)C=1)(C)(C)C.[F:21][C:22]([F:27])([F:26])[C:23]([OH:25])=[O:24]. Given the product [F:21][C:22]([F:27])([F:26])[C:23]([OH:25])=[O:24].[F:19][CH:16]1[CH2:17][CH2:18][NH:14][CH2:15]1, predict the reactants needed to synthesize it. (8) Given the product [CH3:32][O:33][C:34]1[CH:39]=[CH:38][CH:37]=[CH:36][C:35]=1[C:2]1[CH:11]=[CH:10][CH:9]=[C:8]2[C:3]=1[CH:4]=[CH:5][C:6]([S:12]([NH:15][C:16]1[S:20][N:19]=[CH:18][N:17]=1)(=[O:14])=[O:13])=[CH:7]2, predict the reactants needed to synthesize it. The reactants are: Br[C:2]1[CH:11]=[CH:10][CH:9]=[C:8]2[C:3]=1[CH:4]=[CH:5][C:6]([S:12]([N:15](CC1C=CC(OC)=CC=1OC)[C:16]1[S:20][N:19]=[CH:18][N:17]=1)(=[O:14])=[O:13])=[CH:7]2.[CH3:32][O:33][C:34]1[CH:39]=[CH:38][CH:37]=[CH:36][C:35]=1B(O)O.P([O-])([O-])([O-])=O.[K+].[K+].[K+].O1CCOCC1. (9) Given the product [Cl:1][C:2]1[CH:3]=[CH:4][C:5]([C:6]([NH:8][CH:9]([CH2:13][C:14]2[C:23]3[C:18](=[CH:19][CH:20]=[CH:21][CH:22]=3)[NH:17][C:16](=[O:24])[CH:15]=2)[C:10]([S:11][CH2:29][CH:28]=[CH2:27])=[O:12])=[O:7])=[CH:25][CH:26]=1, predict the reactants needed to synthesize it. The reactants are: [Cl:1][C:2]1[CH:26]=[CH:25][C:5]([C:6]([NH:8][CH:9]([CH2:13][C:14]2[C:23]3[C:18](=[CH:19][CH:20]=[CH:21][CH:22]=3)[NH:17][C:16](=[O:24])[CH:15]=2)[C:10]([OH:12])=[S:11])=[O:7])=[CH:4][CH:3]=1.[CH2:27](Br)[CH:28]=[CH2:29]. (10) The reactants are: [F:1][CH:2]([F:39])[O:3][C:4]1[CH:9]=[CH:8][C:7]([NH:10][C:11]2[N:15]=[C:14]([CH:16]3[CH2:18][CH:17]3[C:19]3[CH:20]=[C:21]4[C:26](=[CH:27][CH:28]=3)[N:25](COCC[Si](C)(C)C)[C:24](=[O:37])[CH:23]=[CH:22]4)[O:13][N:12]=2)=[CH:6][C:5]=1[CH3:38].[C:40]([OH:46])([C:42]([F:45])([F:44])[F:43])=[O:41]. Given the product [C:40]([OH:46])([C:42]([F:45])([F:44])[F:43])=[O:41].[F:39][CH:2]([F:1])[O:3][C:4]1[CH:9]=[CH:8][C:7]([NH:10][C:11]2[N:15]=[C:14]([C@@H:16]3[CH2:18][C@H:17]3[C:19]3[CH:20]=[C:21]4[C:26](=[CH:27][CH:28]=3)[NH:25][C:24](=[O:37])[CH:23]=[CH:22]4)[O:13][N:12]=2)=[CH:6][C:5]=1[CH3:38], predict the reactants needed to synthesize it.